From a dataset of Reaction yield outcomes from USPTO patents with 853,638 reactions. Predict the reaction yield, written as a fraction of the theoretical maximum amount of product (1.0 means a 100% yield; for example, 0.34 means a 34% yield). (1) The yield is 0.830. The reactants are [C:1](=O)([O-])[O-].[Na+].[Na+].S(OC)(OC)(=O)=O.[OH:14][C:15]1[CH:20]=[C:19]([C:21]([F:24])([F:23])[F:22])[O:18][C:17](=[O:25])[CH:16]=1. The catalyst is CC(C)=O. The product is [CH3:1][O:14][C:15]1[CH:20]=[C:19]([C:21]([F:22])([F:23])[F:24])[O:18][C:17](=[O:25])[CH:16]=1. (2) The reactants are [F:1][C:2]1[CH:7]=[CH:6][C:5]([F:8])=[CH:4][C:3]=1[C@H:9]1[CH2:13][CH2:12][CH2:11][N:10]1[C:14]1[CH:19]=[CH:18][N:17]2[N:20]=[CH:21][C:22]([NH2:23])=[C:16]2[N:15]=1.[C:24](O[C:24](=[O:29])[C:25]([CH3:28])([CH3:27])[CH3:26])(=[O:29])[C:25]([CH3:28])([CH3:27])[CH3:26].N1C=CC=CC=1. The catalyst is C(Cl)Cl. The product is [F:1][C:2]1[CH:7]=[CH:6][C:5]([F:8])=[CH:4][C:3]=1[C@H:9]1[CH2:13][CH2:12][CH2:11][N:10]1[C:14]1[CH:19]=[CH:18][N:17]2[N:20]=[CH:21][C:22]([NH:23][C:24](=[O:29])[C:25]([CH3:28])([CH3:27])[CH3:26])=[C:16]2[N:15]=1. The yield is 0.750. (3) The reactants are [NH2:1][C:2]1[CH:3]=[C:4]([CH:9]=[CH:10][C:11]=1[O:12][CH2:13][C:14]1[CH:19]=[CH:18][CH:17]=[CH:16][CH:15]=1)[C:5]([O:7][CH3:8])=[O:6].[CH3:20][S:21](Cl)(=[O:23])=[O:22]. The catalyst is N1C=CC=CC=1. The product is [CH2:13]([O:12][C:11]1[CH:10]=[CH:9][C:4]([C:5]([O:7][CH3:8])=[O:6])=[CH:3][C:2]=1[NH:1][S:21]([CH3:20])(=[O:23])=[O:22])[C:14]1[CH:19]=[CH:18][CH:17]=[CH:16][CH:15]=1. The yield is 0.770. (4) The reactants are [C:1]([O:5][CH:6]([C:11]1[C:12]([C:23]2[CH:28]=[CH:27][C:26]([Cl:29])=[CH:25][CH:24]=2)=[C:13]2[C:20]([CH3:21])=[C:19]([CH3:22])[NH:18][C:14]2=[N:15][C:16]=1[CH3:17])[C:7]([O:9][CH3:10])=[O:8])([CH3:4])([CH3:3])[CH3:2].[OH-].[K+].O.Cl.Cl[CH2:35]Cl. The catalyst is [Br-].C([N+](CCCC)(CCCC)CCCC)CCC. The product is [C:1]([O:5][CH:6]([C:11]1[C:12]([C:23]2[CH:24]=[CH:25][C:26]([Cl:29])=[CH:27][CH:28]=2)=[C:13]2[C:20]([CH3:21])=[C:19]([CH3:22])[N:18]([CH3:35])[C:14]2=[N:15][C:16]=1[CH3:17])[C:7]([O:9][CH3:10])=[O:8])([CH3:4])([CH3:2])[CH3:3]. The yield is 0.790. (5) The reactants are [Cl:1][C:2]1[CH:3]=[C:4]2[C:12](=[C:13]([NH:15][C:16]([CH:18]3[N:23]([CH2:24][C:25]([OH:27])=O)[CH2:22][C:21]([CH3:29])([CH3:28])[O:20][CH2:19]3)=[O:17])[CH:14]=1)[NH:11][C:10]1[CH:9]=[N:8][CH:7]=[CH:6][C:5]2=1.[NH:30]1[CH2:35][CH2:34][CH:33]([CH2:36][OH:37])[CH2:32][CH2:31]1.C(Cl)CCl.O. The catalyst is N1C=CC=CC=1. The product is [Cl:1][C:2]1[CH:3]=[C:4]2[C:12](=[C:13]([NH:15][C:16]([CH:18]3[CH2:19][O:20][C:21]([CH3:28])([CH3:29])[CH2:22][N:23]3[CH2:24][C:25]([N:30]3[CH2:35][CH2:34][CH:33]([CH2:36][OH:37])[CH2:32][CH2:31]3)=[O:27])=[O:17])[CH:14]=1)[NH:11][C:10]1[CH:9]=[N:8][CH:7]=[CH:6][C:5]2=1. The yield is 0.620.